Dataset: Catalyst prediction with 721,799 reactions and 888 catalyst types from USPTO. Task: Predict which catalyst facilitates the given reaction. (1) Reactant: [Br:1][C:2]1[CH:3]=[C:4]([O:10][CH3:11])[C:5]([CH2:8][OH:9])=[N:6][CH:7]=1.[H-].[Na+].CI.[CH3:16]COC(C)=O. The catalyst class is: 3. Product: [Br:1][C:2]1[CH:3]=[C:4]([O:10][CH3:11])[C:5]([CH2:8][O:9][CH3:16])=[N:6][CH:7]=1. (2) Reactant: [OH:1][C:2]1[CH:26]=[C:25]([O:27][CH2:28][CH:29]([CH3:31])[CH3:30])[CH:24]=[CH:23][C:3]=1[C:4]([C:6]1[CH:7]=[CH:8][C:9]([O:18][CH2:19][CH:20]([CH3:22])[CH3:21])=[C:10]([CH2:12][CH2:13][C:14]([O:16]C)=[O:15])[CH:11]=1)=[O:5].[OH-].[Na+].C(Cl)(Cl)Cl.Cl. Product: [OH:1][C:2]1[CH:26]=[C:25]([O:27][CH2:28][CH:29]([CH3:31])[CH3:30])[CH:24]=[CH:23][C:3]=1[C:4]([C:6]1[CH:7]=[CH:8][C:9]([O:18][CH2:19][CH:20]([CH3:22])[CH3:21])=[C:10]([CH2:12][CH2:13][C:14]([OH:16])=[O:15])[CH:11]=1)=[O:5]. The catalyst class is: 8. (3) Product: [CH3:9][O:8][C:6]1[C:5]([O:10][CH3:11])=[CH:4][N:3]=[C:2]([C:18]2[CH:19]=[C:14]([CH:15]=[CH:16][CH:17]=2)[C:12]#[N:13])[N:7]=1. The catalyst class is: 70. Reactant: Cl[C:2]1[N:7]=[C:6]([O:8][CH3:9])[C:5]([O:10][CH3:11])=[CH:4][N:3]=1.[C:12]([C:14]1[CH:15]=[C:16](B(O)O)[CH:17]=[CH:18][CH:19]=1)#[N:13].C([O-])([O-])=O.[Na+].[Na+]. (4) Reactant: [C:1](=[O:4])([O-])[O-].[Cs+].[Cs+].ClC1[NH:9][C:10]2[CH:16]=[CH:15][CH:14]=[CH:13][C:11]=2[N:12]=1.[CH3:17][O:18][C:19]1[CH:24]=[CH:23][CH:22]=[CH:21][C:20]=1O. Product: [CH3:17][O:18][C:19]1[CH:20]=[C:21]([CH:22]=[CH:23][CH:24]=1)[O:4][C:1]1[NH:12][C:11]2[CH:13]=[CH:14][CH:15]=[CH:16][C:10]=2[N:9]=1. The catalyst class is: 32. (5) Reactant: [Cl:1][C:2]1[CH:7]=[CH:6][C:5]([CH:8]([C:28]2[CH:33]=[CH:32][C:31]([Cl:34])=[CH:30][CH:29]=2)[C:9]2[CH:10]=[C:11]3[C:16](=[CH:17][CH:18]=2)[N:15]=[C:14]([O:19][CH3:20])[N:13]=[C:12]3[NH:21][CH:22]2[CH2:27][CH2:26][NH:25][CH2:24][CH2:23]2)=[CH:4][CH:3]=1.C(N(CC)CC)C.Cl[S:43]([C:46]1[CH:54]=[CH:53][C:49]([C:50]([OH:52])=[O:51])=[CH:48][CH:47]=1)(=[O:45])=[O:44]. Product: [Cl:1][C:2]1[CH:7]=[CH:6][C:5]([CH:8]([C:28]2[CH:29]=[CH:30][C:31]([Cl:34])=[CH:32][CH:33]=2)[C:9]2[CH:10]=[C:11]3[C:16](=[CH:17][CH:18]=2)[N:15]=[C:14]([O:19][CH3:20])[N:13]=[C:12]3[NH:21][CH:22]2[CH2:23][CH2:24][N:25]([S:43]([C:46]3[CH:47]=[CH:48][C:49]([C:50]([OH:52])=[O:51])=[CH:53][CH:54]=3)(=[O:45])=[O:44])[CH2:26][CH2:27]2)=[CH:4][CH:3]=1. The catalyst class is: 4. (6) Reactant: [CH3:1][O:2][C:3](=[O:14])[C:4]1[CH:9]=[CH:8][C:7]([N:10]=[N+:11]=[N-:12])=[CH:6][C:5]=1[CH3:13].[Cl:15][C:16]1[CH:21]=[C:20]([C:22]([C:24]([F:27])([F:26])[F:25])=[CH2:23])[CH:19]=[C:18]([Cl:28])[CH:17]=1. Product: [CH3:1][O:2][C:3](=[O:14])[C:4]1[CH:9]=[CH:8][C:7]([N:10]2[CH2:23][C:22]([C:20]3[CH:19]=[C:18]([Cl:28])[CH:17]=[C:16]([Cl:15])[CH:21]=3)([C:24]([F:25])([F:27])[F:26])[N:12]=[N:11]2)=[CH:6][C:5]=1[CH3:13]. The catalyst class is: 11. (7) The catalyst class is: 5. Product: [CH3:29][O:28][C:26]1[CH:25]=[C:22]([CH:21]=[C:20]([O:19][CH3:18])[CH:27]=1)[CH2:23][NH:1][C@@H:2]([CH3:17])[C@@H:3]([C:5]1[CH:6]=[CH:7][C:8]([OH:16])=[C:9]([NH:11][S:12]([CH3:15])(=[O:14])=[O:13])[CH:10]=1)[OH:4]. Reactant: [NH2:1][C@@H:2]([CH3:17])[C@@H:3]([C:5]1[CH:6]=[CH:7][C:8]([OH:16])=[C:9]([NH:11][S:12]([CH3:15])(=[O:14])=[O:13])[CH:10]=1)[OH:4].[CH3:18][O:19][C:20]1[CH:21]=[C:22]([CH:25]=[C:26]([O:28][CH3:29])[CH:27]=1)[CH:23]=O. (8) Product: [Cl:7][C:8]1[N:9]=[C:10]([O:2][CH2:1][CH2:3][NH2:4])[CH:11]=[CH:12][CH:13]=1. The catalyst class is: 12. Reactant: [CH2:1]([CH2:3][NH2:4])[OH:2].[H-].[Na+].[Cl:7][C:8]1[CH:13]=[CH:12][CH:11]=[C:10](Cl)[N:9]=1.C(Cl)Cl. (9) Reactant: O[CH2:2][C:3]1[CH:16]=[C:15]2[C:6]([S:7][C:8]3[C:9]([C:17]4[O:18][C:19]([N:24]5[CH2:29][CH2:28][O:27][CH2:26][CH2:25]5)=[CH:20][C:21](=[O:23])[CH:22]=4)=[CH:10][CH:11]=[CH:12][C:13]=3[CH2:14]2)=[CH:5][CH:4]=1.[BrH:30]. Product: [Br:30][CH2:2][C:3]1[CH:16]=[C:15]2[C:6]([S:7][C:8]3[C:9]([C:17]4[O:18][C:19]([N:24]5[CH2:29][CH2:28][O:27][CH2:26][CH2:25]5)=[CH:20][C:21](=[O:23])[CH:22]=4)=[CH:10][CH:11]=[CH:12][C:13]=3[CH2:14]2)=[CH:5][CH:4]=1. The catalyst class is: 22. (10) Reactant: Cl[C:2]1[N:11]=[C:10](Cl)[C:9]2[C:4](=[CH:5][CH:6]=[CH:7][CH:8]=2)[N:3]=1.Cl.[CH3:14][O:15][NH2:16].[OH-:17].[Na+]. Product: [CH3:14][O:15][NH:16][C:10]1[C:9]2[C:4](=[CH:5][CH:6]=[CH:7][CH:8]=2)[NH:3][C:2](=[O:17])[N:11]=1. The catalyst class is: 14.